This data is from Reaction yield outcomes from USPTO patents with 853,638 reactions. The task is: Predict the reaction yield, written as a fraction of the theoretical maximum amount of product (1.0 means a 100% yield; for example, 0.34 means a 34% yield). (1) The reactants are [SH:1][C:2]1[CH:7]=[CH:6][N:5]=[CH:4][CH:3]=1.[F:8][C:9]1[CH:10]=[C:11]([N+:16]([O-:18])=[O:17])[CH:12]=[CH:13][C:14]=1F.C(=O)([O-])[O-].[K+].[K+]. The catalyst is CN(C=O)C.C(OCC)(=O)C.O. The product is [F:8][C:9]1[CH:10]=[C:11]([N+:16]([O-:18])=[O:17])[CH:12]=[CH:13][C:14]=1[S:1][C:2]1[CH:7]=[CH:6][N:5]=[CH:4][CH:3]=1. The yield is 0.710. (2) The reactants are [F:1][C:2]1[N:7]=[CH:6][C:5]([NH2:8])=[C:4](I)[CH:3]=1.[F:10][C:11]1[C:16](B(O)O)=[CH:15][C:14]([Br:20])=[CH:13][N:12]=1. The catalyst is C(#N)C.[F-].[K+]. The product is [Br:20][C:14]1[CH:15]=[C:16]([C:4]2[CH:3]=[C:2]([F:1])[N:7]=[CH:6][C:5]=2[NH2:8])[C:11]([F:10])=[N:12][CH:13]=1. The yield is 0.290. (3) The reactants are C(O)(C(F)(F)F)=O.[Cl:8][C:9]1[CH:50]=[CH:49][CH:48]=[C:47]([Cl:51])[C:10]=1[C:11]([NH:13][C@H:14]([C:43]([O:45][CH3:46])=[O:44])[CH2:15][C:16]1[CH:42]=[CH:41][C:19]([O:20][CH2:21][CH2:22][C:23]2[CH:24]=[CH:25][C:26]3[N:31]([CH3:32])[CH2:30][CH2:29][N:28](C(OC(C)(C)C)=O)[C:27]=3[N:40]=2)=[CH:18][CH:17]=1)=[O:12]. The catalyst is ClCCl. The product is [Cl:8][C:9]1[CH:50]=[CH:49][CH:48]=[C:47]([Cl:51])[C:10]=1[C:11]([NH:13][C@H:14]([C:43]([O:45][CH3:46])=[O:44])[CH2:15][C:16]1[CH:17]=[CH:18][C:19]([O:20][CH2:21][CH2:22][C:23]2[CH:24]=[CH:25][C:26]3[N:31]([CH3:32])[CH2:30][CH2:29][NH:28][C:27]=3[N:40]=2)=[CH:41][CH:42]=1)=[O:12]. The yield is 0.900. (4) The product is [F:1][C:2]1[CH:7]=[CH:6][C:5]([C:8]2[N:9]=[C:10]([CH:28]3[CH2:33][CH2:32][NH:31][CH2:30][CH2:29]3)[S:11][C:12]=2[C:13]2[CH:18]=[CH:17][N:16]=[C:15]([NH:19][C@H:20]([C:22]3[CH:27]=[CH:26][CH:25]=[CH:24][CH:23]=3)[CH3:21])[CH:14]=2)=[CH:4][CH:3]=1. The yield is 0.710. The reactants are [F:1][C:2]1[CH:7]=[CH:6][C:5]([C:8]2[N:9]=[C:10]([CH:28]3[CH2:33][CH2:32][N:31](C(OCC)=O)[CH2:30][CH2:29]3)[S:11][C:12]=2[C:13]2[CH:18]=[CH:17][N:16]=[C:15]([NH:19][C@H:20]([C:22]3[CH:27]=[CH:26][CH:25]=[CH:24][CH:23]=3)[CH3:21])[CH:14]=2)=[CH:4][CH:3]=1.[Si](I)(C)(C)C.Cl.[OH-].[Na+]. The catalyst is C(Cl)(Cl)Cl.C(O)CC. (5) The reactants are CS(C)=O.C(Cl)(=O)C(Cl)=O.[Cl:11][C:12]1[CH:13]=[C:14]([CH:17]=[C:18]([O:20][C:21]([F:24])([F:23])[F:22])[CH:19]=1)[CH2:15][OH:16].CCN(C(C)C)C(C)C. The catalyst is C(Cl)Cl. The product is [Cl:11][C:12]1[CH:13]=[C:14]([CH:17]=[C:18]([O:20][C:21]([F:22])([F:23])[F:24])[CH:19]=1)[CH:15]=[O:16]. The yield is 0.950. (6) The reactants are [CH2:1]([O:3][C:4](=[O:29])[C:5]1[CH:10]=[CH:9][C:8]([O:11][CH:12]2[CH2:17][CH2:16][CH:15]([N:18]3C(=O)C4C(=CC=CC=4)C3=O)[CH2:14][CH2:13]2)=[CH:7][CH:6]=1)[CH3:2].O.NN. The catalyst is C(Cl)(Cl)Cl.C(O)C. The product is [CH2:1]([O:3][C:4](=[O:29])[C:5]1[CH:6]=[CH:7][C:8]([O:11][CH:12]2[CH2:17][CH2:16][CH:15]([NH2:18])[CH2:14][CH2:13]2)=[CH:9][CH:10]=1)[CH3:2]. The yield is 0.980. (7) The reactants are [NH2:1][C:2]1[CH:7]=[CH:6][CH:5]=[CH:4][CH:3]=1.[CH2:8]1[O:10][CH:9]1[CH2:11][OH:12]. The catalyst is CO. The product is [C:2]1([NH:1][CH2:8][CH:9]([OH:10])[CH2:11][OH:12])[CH:7]=[CH:6][CH:5]=[CH:4][CH:3]=1. The yield is 0.0800. (8) The product is [CH2:8]([N:7]([CH2:1][CH2:2][CH2:3][CH2:4][CH2:5][CH3:6])[C:24](=[O:25])[CH2:23][Br:22])[C:9]1[CH:10]=[CH:11][CH:12]=[CH:13][CH:14]=1. The reactants are [CH2:1]([NH:7][CH2:8][C:9]1[CH:14]=[CH:13][CH:12]=[CH:11][CH:10]=1)[CH2:2][CH2:3][CH2:4][CH2:5][CH3:6].C(N(CC)CC)C.[Br:22][CH2:23][C:24](Cl)=[O:25]. The catalyst is C(Cl)Cl. The yield is 0.580. (9) The reactants are C(N(CC)C(C)C)(C)C.[CH2:10]([N:12]1[C:24]2[CH2:23][CH2:22][CH:21]([CH:25]3[CH2:30][CH2:29][O:28][CH2:27][CH2:26]3)[CH2:20][C:19]=2[C:18]2[C:13]1=[CH:14][CH:15]=[C:16]([C:31]([N:33]([CH2:35][CH2:36][CH2:37][C:38]([OH:40])=O)[CH3:34])=[O:32])[CH:17]=2)[CH3:11].[CH2:41]([CH2:43][NH2:44])[OH:42].CN(C(ON1N=NC2C=CC=NC1=2)=[N+](C)C)C.F[P-](F)(F)(F)(F)F. The catalyst is CN(C=O)C. The product is [CH2:10]([N:12]1[C:24]2[CH2:23][CH2:22][CH:21]([CH:25]3[CH2:30][CH2:29][O:28][CH2:27][CH2:26]3)[CH2:20][C:19]=2[C:18]2[C:13]1=[CH:14][CH:15]=[C:16]([C:31]([N:33]([CH2:35][CH2:36][CH2:37][C:38]([NH:44][CH2:43][CH2:41][OH:42])=[O:40])[CH3:34])=[O:32])[CH:17]=2)[CH3:11]. The yield is 0.700. (10) The catalyst is CN(C=O)C.O. The reactants are [NH2:1][C:2]1[CH:3]=[C:4]2[C:8](=[CH:9][CH:10]=1)[NH:7][C:6]([C:11]([CH3:22])([CH3:21])[CH2:12][NH:13][C:14](=[O:20])[O:15][C:16]([CH3:19])([CH3:18])[CH3:17])=[CH:5]2.[O:23]1[C:27]2[CH:28]=[C:29]([C:32]3([C:35](O)=[O:36])[CH2:34][CH2:33]3)[CH:30]=[CH:31][C:26]=2[O:25][CH2:24]1.C(Cl)CCl.C1C=CC2N(O)N=NC=2C=1.CCN(CC)CC. The product is [O:25]1[C:26]2[CH:31]=[CH:30][C:29]([C:32]3([C:35]([NH:1][C:2]4[CH:3]=[C:4]5[C:8](=[CH:9][CH:10]=4)[NH:7][C:6]([C:11]([CH3:22])([CH3:21])[CH2:12][NH:13][C:14](=[O:20])[O:15][C:16]([CH3:17])([CH3:19])[CH3:18])=[CH:5]5)=[O:36])[CH2:33][CH2:34]3)=[CH:28][C:27]=2[O:23][CH2:24]1. The yield is 0.940.